From a dataset of Forward reaction prediction with 1.9M reactions from USPTO patents (1976-2016). Predict the product of the given reaction. (1) Given the reactants [C:1]([C:4]1[CH:5]=[C:6]2[C:10](=[CH:11][CH:12]=1)[NH:9][C:8]([Si](CC)(CC)CC)=[C:7]2[CH2:20][CH2:21][NH:22][C:23](=[O:38])[C:24]1[CH:29]=[CH:28][C:27]([CH2:30][C:31]2[CH:36]=[CH:35][CH:34]=[C:33]([F:37])[CH:32]=2)=[CH:26][CH:25]=1)(=[O:3])[CH3:2], predict the reaction product. The product is: [C:1]([C:4]1[CH:5]=[C:6]2[C:10](=[CH:11][CH:12]=1)[NH:9][CH:8]=[C:7]2[CH2:20][CH2:21][NH:22][C:23](=[O:38])[C:24]1[CH:29]=[CH:28][C:27]([CH2:30][C:31]2[CH:36]=[CH:35][CH:34]=[C:33]([F:37])[CH:32]=2)=[CH:26][CH:25]=1)(=[O:3])[CH3:2]. (2) Given the reactants [Br:1][C:2]1[CH:3]=[CH:4][C:5]([CH2:22][CH3:23])=[C:6]([CH:8]2[C:16](=[O:17])[CH:15]3[CH:10]([C:11]4([CH3:20])[O:18][C:14]3([CH3:19])[CH:13]=[CH:12]4)[C:9]2=[O:21])[CH:7]=1, predict the reaction product. The product is: [Br:1][C:2]1[CH:3]=[CH:4][C:5]([CH2:22][CH3:23])=[C:6]([CH:8]2[C:9](=[O:21])[CH:10]3[CH:15]([C:14]4([CH3:19])[O:18][C:11]3([CH3:20])[CH2:12][CH2:13]4)[C:16]2=[O:17])[CH:7]=1.